This data is from P-glycoprotein inhibition data for predicting drug efflux from Broccatelli et al.. The task is: Regression/Classification. Given a drug SMILES string, predict its absorption, distribution, metabolism, or excretion properties. Task type varies by dataset: regression for continuous measurements (e.g., permeability, clearance, half-life) or binary classification for categorical outcomes (e.g., BBB penetration, CYP inhibition). Dataset: pgp_broccatelli. (1) The drug is COc1cc2c(cc1OC)CN(CCNC(=O)c1ccccc1NC(=O)c1ccc(OC3CCCCC3)cc1)CC2. The result is 1 (inhibitor). (2) The compound is CN(C)c1ccc(-c2nc(-c3ccc(C(=O)O)cc3)n(CCc3ccccc3)c2-c2ccc(N(C)C)cc2)cc1. The result is 1 (inhibitor). (3) The drug is O=C(Nc1ccccc1C(=O)Nc1ccc(CCN2CCc3ccccc3C2)cc1)c1cnc2ccccc2c1. The result is 1 (inhibitor). (4) The molecule is O=C(C(c1ccccc1)c1ccccc1)N1CCN(C[C@H](O)COc2cccc3ncccc23)CC1. The result is 1 (inhibitor). (5) The drug is C1CCN2C[C@H]3C[C@@H](CN4CCCC[C@H]34)[C@H]2C1. The result is 0 (non-inhibitor). (6) The drug is O[C@H](COc1cccc2ncccc12)CN1CCN(C2c3ccccc3C3C(c4ccccc42)C3(Cl)Cl)CC1. The result is 1 (inhibitor). (7) The result is 1 (inhibitor). The compound is CCCC[C@H]1OC(=O)C[C@@H](O)[C@H](Cc2ccccc2)N(C)C(=O)COC(=O)[C@H]1C. (8) The molecule is O=C(CCc1ccccc1)c1ccccc1OC[C@H](O)CNCC(c1ccccc1)c1ccccc1. The result is 1 (inhibitor). (9) The drug is O[C@H](COc1ccccc1[C@@H](O)CCc1ccccc1)CN1CCN(c2ccc(F)cc2)CC1. The result is 1 (inhibitor). (10) The drug is Cc1cc(C(C)(C)C)cc(C)c1CC1=NCCN1. The result is 0 (non-inhibitor).